From a dataset of Forward reaction prediction with 1.9M reactions from USPTO patents (1976-2016). Predict the product of the given reaction. (1) Given the reactants C(OC1[CH:9]=[C:8]([F:10])[CH:7]=[CH:6]C=1Br)C.[Mg].II.[Cl:15][C:16]1[CH:27]=[CH:26][C:19]2[N:20]=[C:21]([CH3:25])[O:22][C:23](=[O:24])[C:18]=2[CH:17]=1.[CH2:28]1[CH2:32][O:31][CH2:30][CH2:29]1, predict the reaction product. The product is: [Cl:15][C:16]1[CH:27]=[CH:26][C:19]([NH:20][C:21](=[O:22])[CH3:25])=[C:18]([C:23](=[O:24])[C:6]2[CH:7]=[C:8]([F:10])[CH:9]=[CH:29][C:30]=2[O:31][CH2:32][CH3:28])[CH:17]=1. (2) Given the reactants [CH3:1][C@H:2]1[CH:7]2[CH2:8][CH2:9][C:10]3[C:14]([C@@:6]2([C:15]2[CH:20]=[CH:19][CH:18]=[CH:17][CH:16]=2)[CH:5]=[C:4]([C:21]#[N:22])[C:3]1=[O:23])=[N:13][NH:12][CH:11]=3.C(N(CC)CC)C.[C:31](Cl)(=[O:33])[CH3:32], predict the reaction product. The product is: [C:31]([N:12]1[CH:11]=[C:10]2[C:14]([C@@:6]3([C:15]4[CH:20]=[CH:19][CH:18]=[CH:17][CH:16]=4)[CH:5]=[C:4]([C:21]#[N:22])[C:3](=[O:23])[C@@H:2]([CH3:1])[C@@H:7]3[CH2:8][CH2:9]2)=[N:13]1)(=[O:33])[CH3:32].